Dataset: Peptide-MHC class II binding affinity with 134,281 pairs from IEDB. Task: Regression. Given a peptide amino acid sequence and an MHC pseudo amino acid sequence, predict their binding affinity value. This is MHC class II binding data. (1) The peptide sequence is LGNIIQRLHGLSAFSLHSY. The MHC is DRB1_0701 with pseudo-sequence DRB1_0701. The binding affinity (normalized) is 0. (2) The peptide sequence is SQDLELSWNYNGLQAY. The MHC is DRB1_1302 with pseudo-sequence DRB1_1302. The binding affinity (normalized) is 0.667. (3) The peptide sequence is GNSNYKAVSCDFNNG. The MHC is H-2-IAb with pseudo-sequence H-2-IAb. The binding affinity (normalized) is 0. (4) The peptide sequence is LDAKSTWYGKPTGAG. The MHC is HLA-DQA10501-DQB10201 with pseudo-sequence HLA-DQA10501-DQB10201. The binding affinity (normalized) is 0. (5) The peptide sequence is WREMHHLVEFEPPHA. The MHC is DRB1_0802 with pseudo-sequence DRB1_0802. The binding affinity (normalized) is 0.239.